Dataset: Forward reaction prediction with 1.9M reactions from USPTO patents (1976-2016). Task: Predict the product of the given reaction. (1) The product is: [C@@H:6]1([O:24][C:25]2[C:30]([CH2:31][C:32]3[CH:33]=[CH:34][C:35]([CH2:38][CH:39]([O:46][CH3:48])[O:40][CH3:41])=[CH:36][CH:37]=3)=[C:29]([CH3:44])[CH:28]=[C:27]([CH3:45])[N:26]=2)[O:7][C@H:8]([CH2:19][OH:20])[C@@H:9]([OH:15])[C@H:10]([OH:11])[C@H:5]1[OH:4]. Given the reactants C([O:4][C@@H:5]1[C@@H:10]([O:11]C(=O)C)[C@H:9]([O:15]C(=O)C)[C@@H:8]([CH2:19][O:20]C(=O)C)[O:7][C@H:6]1[O:24][C:25]1[C:30]([CH2:31][C:32]2[CH:37]=[CH:36][C:35]([CH2:38][CH2:39][O:40][CH2:41]OC)=[CH:34][CH:33]=2)=[C:29]([CH3:44])[CH:28]=[C:27]([CH3:45])[N:26]=1)(=O)C.[OH-:46].[Na+].[CH3:48]O, predict the reaction product. (2) Given the reactants CCN(S(F)(F)[F:7])CC.O[CH:11]1[CH2:16][CH2:15][N:14]([CH2:17][C:18]#[N:19])[CH2:13][CH2:12]1, predict the reaction product. The product is: [F:7][CH:11]1[CH2:16][CH2:15][N:14]([CH2:17][C:18]#[N:19])[CH2:13][CH2:12]1. (3) Given the reactants [CH:1]1[C:6]([OH:7])=[CH:5][CH:4]=[C:3]([Br:8])[CH:2]=1.[CH3:9][CH:10](Br)[CH2:11][CH2:12][CH2:13][CH2:14][CH3:15].[I-].[Na+].C(=O)([O-])[O-].[K+].[K+], predict the reaction product. The product is: [Br:8][C:3]1[CH:4]=[CH:5][C:6]([O:7][CH:10]([CH3:9])[CH2:11][CH2:12][CH2:13][CH2:14][CH3:15])=[CH:1][CH:2]=1. (4) Given the reactants [C:1]([C:3]1[CH:8]=[CH:7][C:6]([CH2:9][CH2:10][C:11]([O:13][CH3:14])=[O:12])=[CH:5][CH:4]=1)#[CH:2].I[C:16]1[CH:21]=[C:20]([CH3:22])[CH:19]=[C:18]([CH3:23])[CH:17]=1, predict the reaction product. The product is: [CH3:23][C:18]1[CH:17]=[C:16]([C:2]#[C:1][C:3]2[CH:8]=[CH:7][C:6]([CH2:9][CH2:10][C:11]([O:13][CH3:14])=[O:12])=[CH:5][CH:4]=2)[CH:21]=[C:20]([CH3:22])[CH:19]=1. (5) Given the reactants [Cl:1][C:2]1[C:7]([CH3:8])=[CH:6][C:5]([S:9](Cl)(=[O:11])=[O:10])=[C:4]([CH3:13])[CH:3]=1.Cl.[CH2:15]([O:17][C:18](=[O:29])[CH:19](CC)[CH2:20][CH:21]1[CH2:26][CH2:25][CH2:24][CH2:23][NH:22]1)[CH3:16].C(N(CC)CC)C, predict the reaction product. The product is: [CH2:15]([O:17][C:18](=[O:29])[CH2:19][CH2:20][CH:21]1[CH2:26][CH2:25][CH2:24][CH2:23][N:22]1[S:9]([C:5]1[CH:6]=[C:7]([CH3:8])[C:2]([Cl:1])=[CH:3][C:4]=1[CH3:13])(=[O:11])=[O:10])[CH3:16].